This data is from Full USPTO retrosynthesis dataset with 1.9M reactions from patents (1976-2016). The task is: Predict the reactants needed to synthesize the given product. (1) Given the product [N:1]1([C@:2]23[CH2:43][CH2:42][C@@H:41]([C:44]([CH3:46])=[CH2:45])[C@@H:3]2[C@@H:4]2[C@@:17]([CH3:20])([CH2:18][CH2:19]3)[C@@:16]3([CH3:21])[C@@H:7]([C@:8]4([CH3:40])[C@@H:13]([CH2:14][CH2:15]3)[C:12]([CH3:23])([CH3:22])[C:11]([C:24]3[CH2:29][CH2:28][C@@H:27]([C:30]([O:32][CH2:33][C:34]5[CH:35]=[CH:36][CH:37]=[CH:38][CH:39]=5)=[O:31])[CH2:26][CH:25]=3)=[CH:10][CH2:9]4)[CH2:6][CH2:5]2)[CH2:49][CH2:48]1, predict the reactants needed to synthesize it. The reactants are: [NH2:1][C@:2]12[CH2:43][CH2:42][C@@H:41]([C:44]([CH3:46])=[CH2:45])[C@@H:3]1[C@@H:4]1[C@@:17]([CH3:20])([CH2:18][CH2:19]2)[C@@:16]2([CH3:21])[C@@H:7]([C@:8]3([CH3:40])[C@@H:13]([CH2:14][CH2:15]2)[C:12]([CH3:23])([CH3:22])[C:11]([C:24]2[CH2:29][CH2:28][C@@H:27]([C:30]([O:32][CH2:33][C:34]4[CH:39]=[CH:38][CH:37]=[CH:36][CH:35]=4)=[O:31])[CH2:26][CH:25]=2)=[CH:10][CH2:9]3)[CH2:6][CH2:5]1.Br[CH2:48][CH2:49]Cl.P(=O)(O)(O)O.[K]. (2) Given the product [ClH:23].[F:14][C:15]1[CH:22]=[CH:21][C:18]([CH2:19][N:1]2[CH2:5][CH2:4][C@@H:3]([NH2:6])[CH2:2]2)=[CH:17][CH:16]=1, predict the reactants needed to synthesize it. The reactants are: [NH:1]1[CH2:5][CH2:4][C@@H:3]([NH:6]C(=O)OC(C)(C)C)[CH2:2]1.[F:14][C:15]1[CH:22]=[CH:21][C:18]([CH2:19]Br)=[CH:17][CH:16]=1.[ClH:23].O1CCOCC1. (3) Given the product [C:1]([C:3]1([CH3:16])[CH2:8][CH2:7][CH2:6][N:5]([C:9]([O:11][C:12]([CH3:15])([CH3:14])[CH3:13])=[O:10])[CH2:4]1)#[CH:17], predict the reactants needed to synthesize it. The reactants are: [CH:1]([C:3]1([CH3:16])[CH2:8][CH2:7][CH2:6][N:5]([C:9]([O:11][C:12]([CH3:15])([CH3:14])[CH3:13])=[O:10])[CH2:4]1)=O.[C:17](=O)([O-])[O-].[K+].[K+].[N+](=C(P(=O)(OC)OC)C(=O)C)=[N-]. (4) The reactants are: I[C:2]1[CH:7]=[CH:6][C:5]([C@H:8]2[CH2:13][CH2:12][O:11][CH2:10][C@H:9]2[NH:14][S:15]([CH:18]([CH3:20])[CH3:19])(=[O:17])=[O:16])=[CH:4][CH:3]=1.[C:21]1(B(O)O)[CH:26]=[CH:25][CH:24]=[CH:23][CH:22]=1.C1(P(C2CCCCC2)C2C=CC=CC=2C2C(C(C)C)=CC(C(C)C)=CC=2C(C)C)CCCCC1.[F-].[K+]. Given the product [C:2]1([C:21]2[CH:26]=[CH:25][CH:24]=[CH:23][CH:22]=2)[CH:7]=[CH:6][C:5]([C@H:8]2[CH2:13][CH2:12][O:11][CH2:10][C@H:9]2[NH:14][S:15]([CH:18]([CH3:20])[CH3:19])(=[O:17])=[O:16])=[CH:4][CH:3]=1, predict the reactants needed to synthesize it. (5) Given the product [CH:23]([O:22][C:20]([N:2]1[CH2:7][CH2:6][CH:5]([CH:8]([CH3:11])[CH2:9][OH:10])[CH2:4][CH2:3]1)=[O:21])([CH3:25])[CH3:24], predict the reactants needed to synthesize it. The reactants are: Cl.[NH:2]1[CH2:7][CH2:6][CH:5]([CH:8]([CH3:11])[CH2:9][OH:10])[CH2:4][CH2:3]1.C(N(CC)CC)C.Cl[C:20]([O:22][CH:23]([CH3:25])[CH3:24])=[O:21]. (6) Given the product [F:29][C:30]([F:35])([F:34])[C:31]([OH:33])=[O:32].[F:28][CH:2]([F:1])[C:3]1[CH:8]=[CH:7][CH:6]=[CH:5][C:4]=1[S:9]([C:12]([F:27])([F:26])[CH:13]1[CH2:18][CH2:17][NH:16][CH2:15][CH2:14]1)(=[O:10])=[O:11], predict the reactants needed to synthesize it. The reactants are: [F:1][CH:2]([F:28])[C:3]1[CH:8]=[CH:7][CH:6]=[CH:5][C:4]=1[S:9]([C:12]([F:27])([F:26])[CH:13]1[CH2:18][CH2:17][N:16](C(OC(C)(C)C)=O)[CH2:15][CH2:14]1)(=[O:11])=[O:10].[F:29][C:30]([F:35])([F:34])[C:31]([OH:33])=[O:32].